Task: Predict the product of the given reaction.. Dataset: Forward reaction prediction with 1.9M reactions from USPTO patents (1976-2016) (1) Given the reactants [S:1]1[CH:5]=[CH:4][CH:3]=[C:2]1[CH2:6][CH2:7][NH2:8].C(N(CC)CC)C.[C:16](=S)=[S:17].ClC(OCC)=O.[OH-].[Na+], predict the reaction product. The product is: [N:8]([CH2:7][CH2:6][C:2]1[S:1][CH:5]=[CH:4][CH:3]=1)=[C:16]=[S:17]. (2) Given the reactants [C:1]([O:5][C:6](=[O:30])[NH:7][C:8]1[CH:13]=[CH:12][C:11]([CH3:14])=[C:10]([NH:15][C:16]2[C:21]([C:22]3[CH:27]=[C:26]([S:28][CH3:29])[N:25]=[CH:24][N:23]=3)=[CH:20][N:19]=[CH:18][N:17]=2)[CH:9]=1)([CH3:4])([CH3:3])[CH3:2].ClC1C=C(C=CC=1)C(OO)=[O:36], predict the reaction product. The product is: [C:1]([O:5][C:6](=[O:30])[NH:7][C:8]1[CH:13]=[CH:12][C:11]([CH3:14])=[C:10]([NH:15][C:16]2[C:21]([C:22]3[CH:27]=[C:26]([S:28]([CH3:29])=[O:36])[N:25]=[CH:24][N:23]=3)=[CH:20][N:19]=[CH:18][N:17]=2)[CH:9]=1)([CH3:3])([CH3:4])[CH3:2]. (3) The product is: [C:1]1([S:7]([N:10]2[C:18]3[C:13](=[N:14][C:15]([C:38]4[CH:39]=[CH:40][C:35]([CH3:34])=[CH:36][CH:37]=4)=[C:16]([C:19]4[CH:26]=[CH:25][C:22]([C:23]#[N:24])=[CH:21][CH:20]=4)[CH:17]=3)[CH:12]=[CH:11]2)(=[O:9])=[O:8])[CH:6]=[CH:5][CH:4]=[CH:3][CH:2]=1. Given the reactants [C:1]1([S:7]([N:10]2[C:18]3[C:13](=[N:14][C:15](Cl)=[C:16]([C:19]4[CH:26]=[CH:25][C:22]([C:23]#[N:24])=[CH:21][CH:20]=4)[CH:17]=3)[CH:12]=[CH:11]2)(=[O:9])=[O:8])[CH:6]=[CH:5][CH:4]=[CH:3][CH:2]=1.C(=O)([O-])[O-].[Na+].[Na+].[CH3:34][C:35]1[CH:40]=[CH:39][C:38](B(O)O)=[CH:37][CH:36]=1, predict the reaction product. (4) Given the reactants CC([O-])(C)C.[K+].[Cl-].[NH2:8][C:9]([NH2:11])=[NH2+:10].[F:12][C:13]1[CH:18]=[CH:17][C:16]([CH:19]2[CH2:23][S:22](=[O:25])(=[O:24])[N:21]([C:26]3[C:35]([S:36]([CH3:39])(=[O:38])=[O:37])=[CH:34][C:29]([C:30](OC)=[O:31])=[C:28]([CH3:40])[CH:27]=3)[CH2:20]2)=[CH:15][CH:14]=1.Cl, predict the reaction product. The product is: [F:12][C:13]1[CH:18]=[CH:17][C:16]([CH:19]2[CH2:23][S:22](=[O:24])(=[O:25])[N:21]([C:26]3[C:35]([S:36]([CH3:39])(=[O:38])=[O:37])=[CH:34][C:29]([C:30]([NH:10][C:9]([NH2:11])=[NH:8])=[O:31])=[C:28]([CH3:40])[CH:27]=3)[CH2:20]2)=[CH:15][CH:14]=1. (5) The product is: [Cl:28][C:29]1[CH:30]=[C:31]([NH:35][C:36]([O:21][CH2:20][C:5]2[CH:6]=[C:7]([CH:18]=[CH:19][C:4]=2[O:3][CH2:1][CH3:2])[CH2:8][C:9]2([C:14]([OH:16])=[O:15])[CH2:13][CH2:12][CH2:11][O:10]2)=[O:37])[CH:32]=[CH:33][CH:34]=1. Given the reactants [CH2:1]([O:3][C:4]1[CH:19]=[CH:18][C:7]([CH2:8][C:9]2([C:14]([O:16]C)=[O:15])[CH2:13][CH2:12][CH2:11][O:10]2)=[CH:6][C:5]=1[CH2:20][OH:21])[CH3:2].N1C=CC=CC=1.[Cl:28][C:29]1[CH:30]=[C:31]([N:35]=[C:36]=[O:37])[CH:32]=[CH:33][CH:34]=1.Cl, predict the reaction product. (6) Given the reactants [Si]([O:8][CH2:9][C:10]1([CH3:38])[S:16][CH2:15][CH2:14][N:13]2[C:17]([C:20]3([C:23]4[CH:28]=[CH:27][C:26](B5OC(C)(C)C(C)(C)O5)=[CH:25][CH:24]=4)[CH2:22][CH2:21]3)=[N:18][N:19]=[C:12]2[CH2:11]1)(C(C)(C)C)(C)C.Br[C:40]1[C:45]([O:46][CH3:47])=[CH:44][CH:43]=[CH:42][N:41]=1.C(=O)([O-])[O-].[K+].[K+].C(=O)([O-])O.[Na+], predict the reaction product. The product is: [CH3:47][O:46][C:45]1[C:40]([C:26]2[CH:25]=[CH:24][C:23]([C:20]3([C:17]4[N:13]5[CH2:14][CH2:15][S:16][C:10]([CH2:9][OH:8])([CH3:38])[CH2:11][C:12]5=[N:19][N:18]=4)[CH2:22][CH2:21]3)=[CH:28][CH:27]=2)=[N:41][CH:42]=[CH:43][CH:44]=1. (7) Given the reactants [CH3:1][C:2]1[CH:11]=[CH:10][C:5]([C:6]([O:8][CH3:9])=[O:7])=[CH:4][C:3]=1[B:12]1[O:16][C:15]([CH3:18])([CH3:17])[C:14]([CH3:20])([CH3:19])[O:13]1.[Br:21]N1C(=O)CCC1=O, predict the reaction product. The product is: [Br:21][CH2:1][C:2]1[CH:11]=[CH:10][C:5]([C:6]([O:8][CH3:9])=[O:7])=[CH:4][C:3]=1[B:12]1[O:13][C:14]([CH3:20])([CH3:19])[C:15]([CH3:18])([CH3:17])[O:16]1.